This data is from Reaction yield outcomes from USPTO patents with 853,638 reactions. The task is: Predict the reaction yield, written as a fraction of the theoretical maximum amount of product (1.0 means a 100% yield; for example, 0.34 means a 34% yield). (1) The reactants are C([Si]([O:8][CH2:9][CH2:10][CH2:11][O:12][CH2:13][CH2:14][CH2:15][CH2:16][CH2:17][CH2:18][CH2:19][CH2:20][CH2:21][CH2:22][CH2:23][CH2:24][CH2:25][CH2:26][CH:27]=[CH2:28])(C)C)(C)(C)C.CCCC[N+](CCCC)(CCCC)CCCC.[F-]. The catalyst is C1COCC1. The product is [CH2:13]([O:12][CH2:11][CH2:10][CH2:9][OH:8])[CH2:14][CH2:15][CH2:16][CH2:17][CH2:18][CH2:19][CH2:20][CH2:21][CH2:22][CH2:23][CH2:24][CH2:25][CH2:26][CH:27]=[CH2:28]. The yield is 0.750. (2) The reactants are C(=O)C1C=CC=CC=1.C(NCCN1C(=O)CSC1=O)(C1C=CC=CC=1)(C1C=CC=CC=1)C1C=CC=CC=1.N1CCCCC1.[NH2:44][CH2:45][CH2:46][N:47]1[C:51](=[O:52])[CH:50]([CH2:53][C:54]2[CH:59]=[CH:58][C:57](OCC)=[CH:56][CH:55]=2)[S:49][C:48]1=[O:63]. The catalyst is C(O)C. The product is [NH2:44][CH2:45][CH2:46][N:47]1[C:51](=[O:52])/[C:50](=[CH:53]/[C:54]2[CH:59]=[CH:58][CH:57]=[CH:56][CH:55]=2)/[S:49][C:48]1=[O:63]. The yield is 0.481. (3) The reactants are [NH2:1][C:2]1[N:3]=[CH:4][C:5]2[CH2:11][N:10]([C:12]3[CH:13]=[C:14]([CH:18]=[CH:19][CH:20]=3)[C:15](O)=[O:16])[CH2:9][CH2:8][C:6]=2[N:7]=1.C(N(CC)C(C)C)(C)C.CN(C(ON1N=NC2C=CC=CC1=2)=[N+](C)C)C.F[P-](F)(F)(F)(F)F.[NH2:54][C:55]1[CH:60]=[CH:59][CH:58]=[C:57]([CH3:61])[CH:56]=1. The catalyst is CN(C=O)C. The product is [NH2:1][C:2]1[N:3]=[CH:4][C:5]2[CH2:11][N:10]([C:12]3[CH:13]=[C:14]([CH:18]=[CH:19][CH:20]=3)[C:15]([NH:54][C:55]3[CH:56]=[C:57]([CH3:61])[CH:58]=[CH:59][CH:60]=3)=[O:16])[CH2:9][CH2:8][C:6]=2[N:7]=1. The yield is 0.620. (4) The reactants are [Na].[Br:2][C:3]1[S:7][C:6]([CH:8]=O)=[CH:5][CH:4]=1.[N:10]([CH2:13][C:14]([O:16][CH2:17][CH3:18])=[O:15])=[N+:11]=[N-:12]. The catalyst is CCO. The product is [N:10]([C:13](=[CH:8][C:6]1[S:7][C:3]([Br:2])=[CH:4][CH:5]=1)[C:14]([O:16][CH2:17][CH3:18])=[O:15])=[N+:11]=[N-:12]. The yield is 0.420. (5) The reactants are [Cl:1][C:2]1[CH:7]=[C:6]([O:8][C:9]2[C:10]3[N:17]([CH3:18])[CH:16]=[CH:15][C:11]=3[N:12]=[CH:13][N:14]=2)[CH:5]=[CH:4][C:3]=1[NH:19][C:20]([NH:22][C:23]1[CH:28]=[CH:27][CH:26]=[C:25]([C:29]([F:32])([F:31])[F:30])[CH:24]=1)=[O:21].C(OCC)(=O)C.Cl. The catalyst is C(OCC)(=O)C.C(O)C. The product is [ClH:1].[Cl:1][C:2]1[CH:7]=[C:6]([O:8][C:9]2[C:10]3[N:17]([CH3:18])[CH:16]=[CH:15][C:11]=3[N:12]=[CH:13][N:14]=2)[CH:5]=[CH:4][C:3]=1[NH:19][C:20]([NH:22][C:23]1[CH:28]=[CH:27][CH:26]=[C:25]([C:29]([F:31])([F:30])[F:32])[CH:24]=1)=[O:21]. The yield is 0.550. (6) The reactants are BrC1[CH:7]=[CH:6][C:5]([O:8][CH3:9])=[C:4]([F:10])[CH:3]=1.C([Li])CCC.CCCCCC.[OH:22][C:23]1[CH:30]=[C:29]([CH3:31])[CH:28]=[C:27]([CH3:32])[C:24]=1[CH:25]=O.[CH2:33]([O:40]CCCC1C=CC(C(O)C2C=CC(C(OC)=O)=CC=2O)=CC=1)C1C=CC=CC=1. The catalyst is O1CCCC1. The product is [F:10][C:4]1[CH:3]=[C:25]([C:24]2[C:27]([CH3:32])=[C:28]([CH2:33][OH:40])[C:29]([CH3:31])=[CH:30][C:23]=2[OH:22])[CH:7]=[CH:6][C:5]=1[O:8][CH3:9]. The yield is 0.780. (7) The reactants are Br[C:2]1[C:3]([C:8]#[N:9])=[N:4][CH:5]=[CH:6][CH:7]=1.[C:10]1(B(O)O)[CH:15]=[CH:14][CH:13]=[CH:12][CH:11]=1.C(=O)([O-])[O-].[K+].[K+].C1(P(C2C=CC=CC=2)C2C=CC=CC=2)C=CC=CC=1. The catalyst is O.C([O-])(=O)C.[Pd+2].C([O-])(=O)C. The product is [C:10]1([C:2]2[C:3]([C:8]#[N:9])=[N:4][CH:5]=[CH:6][CH:7]=2)[CH:15]=[CH:14][CH:13]=[CH:12][CH:11]=1. The yield is 0.890.